Dataset: Forward reaction prediction with 1.9M reactions from USPTO patents (1976-2016). Task: Predict the product of the given reaction. The product is: [Cl:44][C:39]1[CH:38]=[C:37](/[C:35](/[CH3:36])=[CH:34]/[N:6]2[C:7]3[CH:8]=[CH:9][C:10]([CH3:16])=[CH:11][C:12]=3[C:13]3[CH2:14][CH2:15][N:2]([CH3:1])[CH2:3][CH2:4][C:5]2=3)[CH:42]=[CH:41][C:40]=1[Cl:43]. Given the reactants [CH3:1][N:2]1[CH2:15][CH2:14][C:13]2[C:12]3[CH:11]=[C:10]([CH3:16])[CH:9]=[CH:8][C:7]=3[NH:6][C:5]=2[CH2:4][CH2:3]1.N1CCC[C@H]1C(O)=O.[O-]P([O-])([O-])=O.[K+].[K+].[K+].Br[CH:34]=[C:35]([C:37]1[CH:42]=[CH:41][C:40]([Cl:43])=[C:39]([Cl:44])[CH:38]=1)[CH3:36], predict the reaction product.